Dataset: Buchwald-Hartwig C-N cross coupling reaction yields with 55,370 reactions. Task: Predict the reaction yield, written as a fraction of the theoretical maximum amount of product (1.0 means a 100% yield; for example, 0.34 means a 34% yield). (1) The yield is 0.291. The reactants are FC(F)(F)c1ccc(Br)cc1.Cc1ccc(N)cc1.O=S(=O)(O[Pd]1c2ccccc2-c2ccccc2N~1)C(F)(F)F.COc1ccc(OC)c(P(C(C)(C)C)C(C)(C)C)c1-c1c(C(C)C)cc(C(C)C)cc1C(C)C.CN1CCCN2CCCN=C12.CCOC(=O)c1cnoc1C. The product is Cc1ccc(Nc2ccc(C(F)(F)F)cc2)cc1. No catalyst specified. (2) The reactants are CCc1ccc(Cl)cc1.Cc1ccc(N)cc1.O=S(=O)(O[Pd]1c2ccccc2-c2ccccc2N~1)C(F)(F)F.CC(C)c1cc(C(C)C)c(-c2ccccc2P(C2CCCCC2)C2CCCCC2)c(C(C)C)c1.CN1CCCN2CCCN=C12.Fc1cccc(F)c1-c1ccno1. No catalyst specified. The yield is 0.0207. The product is CCc1ccc(Nc2ccc(C)cc2)cc1.